From a dataset of Reaction yield outcomes from USPTO patents with 853,638 reactions. Predict the reaction yield, written as a fraction of the theoretical maximum amount of product (1.0 means a 100% yield; for example, 0.34 means a 34% yield). (1) The reactants are Br[C:2]1[C:15]2[C:16]3=[C:17]4[C:12](=[CH:13][CH:14]=2)[CH:11]=[CH:10][C:9](Br)=[C:8]4[CH:7]=CC3=[CH:4][CH:3]=1.[CH:19]([Mg]Br)([CH3:21])[CH3:20].[CH2:24]1[CH2:28]O[CH2:26][CH2:25]1.Cl.O1CCOC[CH2:31]1. No catalyst specified. The product is [CH:25]([C:24]1[C:28]2[C:14]3=[C:13]4[C:2](=[CH:3][CH:4]=2)[CH:15]=[CH:16][C:17]([CH:8]([CH3:7])[CH3:9])=[C:12]4[CH:11]=[CH:10][C:21]3=[CH:19][CH:20]=1)([CH3:31])[CH3:26]. The yield is 0.310. (2) The catalyst is C1COCC1. The yield is 0.270. The product is [Br:12][C:10]1[CH:9]=[CH:8][C:7]([CH:22]=[O:23])=[C:6]([O:5][C:2]([F:4])([F:3])[F:1])[CH:11]=1. The reactants are [F:1][C:2]([O:5][C:6]1[CH:11]=[C:10]([Br:12])[CH:9]=[CH:8][C:7]=1I)([F:4])[F:3].C([Li])CCC.CN([CH:22]=[O:23])C. (3) The reactants are [C:1](Cl)(=[O:5])[CH:2]([CH3:4])[CH3:3].[NH:7]1[C:11]([C:12]2[CH:13]=[C:14]([C:18]3[CH:19]=[CH:20][C:21]4[O:25][C:24]([C:26]5[CH:31]=[CH:30][C:29]([F:32])=[CH:28][CH:27]=5)=[C:23]([C:33]([NH:35][CH3:36])=[O:34])[C:22]=4[CH:37]=3)[CH:15]=[CH:16][CH:17]=2)=NN=[N:8]1. The catalyst is N1C=CC=CC=1. The product is [F:32][C:29]1[CH:28]=[CH:27][C:26]([C:24]2[O:25][C:21]3[CH:20]=[CH:19][C:18]([C:14]4[CH:15]=[CH:16][CH:17]=[C:12]([C:11]5[O:5][C:1]([CH:2]([CH3:4])[CH3:3])=[N:8][N:7]=5)[CH:13]=4)=[CH:37][C:22]=3[C:23]=2[C:33]([NH:35][CH3:36])=[O:34])=[CH:31][CH:30]=1. The yield is 0.200.